Dataset: Blood-brain barrier permeability classification from the B3DB database. Task: Regression/Classification. Given a drug SMILES string, predict its absorption, distribution, metabolism, or excretion properties. Task type varies by dataset: regression for continuous measurements (e.g., permeability, clearance, half-life) or binary classification for categorical outcomes (e.g., BBB penetration, CYP inhibition). Dataset: b3db_classification. (1) The drug is NCc1ccc(S(N)(=O)=O)cc1. The result is 0 (does not penetrate BBB). (2) The compound is C[C@@H](NC(C)(C)C)C(=O)c1cccc(Cl)c1. The result is 1 (penetrates BBB). (3) The compound is Cc1cc2c(cc1CC(=O)c1sccc1S(=O)(=O)Nc1onc(C)c1Cl)OCO2. The result is 0 (does not penetrate BBB). (4) The drug is OC1(c2cccc(Cl)c2)C2=NCCCN2c2ccccc21. The result is 1 (penetrates BBB). (5) The drug is COc1ccc(C#N)cc1C(=O)NCCN1CCC(C(=O)c2ccc(F)cc2)CC1. The result is 1 (penetrates BBB). (6) The drug is CN(C)C[C@@H](O)[C@@H](c1ccccc1)c1cccc(Cl)c1. The result is 1 (penetrates BBB).